This data is from Forward reaction prediction with 1.9M reactions from USPTO patents (1976-2016). The task is: Predict the product of the given reaction. (1) Given the reactants [Cl:1][C:2]1[CH:7]=[CH:6][C:5]([CH2:8][CH:9]([C:11]2[CH:16]=[CH:15][C:14]([Cl:17])=[CH:13][C:12]=2[Cl:18])[OH:10])=[CH:4][CH:3]=1.[Cr](O)(O)(=O)=O, predict the reaction product. The product is: [Cl:1][C:2]1[CH:7]=[CH:6][C:5]([CH2:8][C:9]([C:11]2[CH:16]=[CH:15][C:14]([Cl:17])=[CH:13][C:12]=2[Cl:18])=[O:10])=[CH:4][CH:3]=1. (2) Given the reactants [NH2:1][C:2]1[CH:3]=[C:4]([C:8]2[S:12][C:11]([C:13]3[CH:14]=[C:15]4[C:19](=[CH:20][CH:21]=3)[C:18](=[O:22])[N:17]([CH3:23])[CH2:16]4)=[CH:10][CH:9]=2)[CH:5]=[N:6][CH:7]=1.[Cl:24][C:25]1[CH:26]=[C:27]([S:32](Cl)(=[O:34])=[O:33])[CH:28]=[CH:29][C:30]=1[CH3:31], predict the reaction product. The product is: [Cl:24][C:25]1[CH:26]=[C:27]([S:32]([NH:1][C:2]2[CH:7]=[N:6][CH:5]=[C:4]([C:8]3[S:12][C:11]([C:13]4[CH:14]=[C:15]5[C:19](=[CH:20][CH:21]=4)[C:18](=[O:22])[N:17]([CH3:23])[CH2:16]5)=[CH:10][CH:9]=3)[CH:3]=2)(=[O:34])=[O:33])[CH:28]=[CH:29][C:30]=1[CH3:31]. (3) Given the reactants [CH3:1][C:2]1[O:6][N:5]=[C:4]([C:7]2[CH:12]=[CH:11][CH:10]=[CH:9][CH:8]=2)[C:3]=1[CH2:13][OH:14].[H-].[Na+].Cl[C:18]1[N:19]=[CH:20][C:21]([C:24]([O:26][CH3:27])=[O:25])=[N:22][CH:23]=1.O, predict the reaction product. The product is: [CH3:27][O:26][C:24]([C:21]1[CH:20]=[N:19][C:18]([O:14][CH2:13][C:3]2[C:4]([C:7]3[CH:12]=[CH:11][CH:10]=[CH:9][CH:8]=3)=[N:5][O:6][C:2]=2[CH3:1])=[CH:23][N:22]=1)=[O:25]. (4) Given the reactants [CH3:1][C:2]1[C:3]([NH2:18])=[N:4][C:5](=[O:17])[N:6]([CH:16]=1)[C@@H:7]1[O:15][C@H:12]([CH2:13][OH:14])[C@@H:10]([OH:11])[C@H:8]1[OH:9].[C:19](O[C:19](=[O:26])[C:20]1[CH:25]=[CH:24][CH:23]=[CH:22][CH:21]=1)(=[O:26])[C:20]1[CH:25]=[CH:24][CH:23]=[CH:22][CH:21]=1, predict the reaction product. The product is: [C:19]([NH:18][C:3]1[C:2]([CH3:1])=[CH:16][N:6]([C@@H:7]2[O:15][C@H:12]([CH2:13][OH:14])[C@@H:10]([OH:11])[C@H:8]2[OH:9])[C:5](=[O:17])[N:4]=1)(=[O:26])[C:20]1[CH:25]=[CH:24][CH:23]=[CH:22][CH:21]=1. (5) Given the reactants [CH2:1]([O:3][C:4](=[O:40])[CH2:5][C:6]1[CH:7]=[C:8]([C:14]2[CH:19]=[CH:18][C:17]([C:20]3[CH:21]=[N:22][C:23]([O:26][CH2:27][CH3:28])=[CH:24][CH:25]=3)=[CH:16][C:15]=2[CH2:29][N:30](C(OC(C)(C)C)=O)[CH2:31][CH3:32])[C:9]([O:12][CH3:13])=[CH:10][CH:11]=1)[CH3:2].[ClH:41].O1CCOCC1, predict the reaction product. The product is: [ClH:41].[CH2:1]([O:3][C:4](=[O:40])[CH2:5][C:6]1[CH:7]=[C:8]([C:14]2[CH:19]=[CH:18][C:17]([C:20]3[CH:21]=[N:22][C:23]([O:26][CH2:27][CH3:28])=[CH:24][CH:25]=3)=[CH:16][C:15]=2[CH2:29][NH:30][CH2:31][CH3:32])[C:9]([O:12][CH3:13])=[CH:10][CH:11]=1)[CH3:2].